From a dataset of Reaction yield outcomes from USPTO patents with 853,638 reactions. Predict the reaction yield, written as a fraction of the theoretical maximum amount of product (1.0 means a 100% yield; for example, 0.34 means a 34% yield). (1) The reactants are CN(C)C=O.[F:6][C:7]([F:19])=[C:8]([CH3:18])[CH2:9][CH2:10][CH2:11][CH2:12]CS([O-])(=O)=O.[NH:20]1[C:28]2[C:23](=[CH:24][C:25]([C:29]([OH:31])=[O:30])=[CH:26][CH:27]=2)[CH:22]=[CH:21]1.C(=O)([O-])O.[Na+]. The yield is 0.930. The catalyst is O. The product is [NH:20]1[C:28]2[C:23](=[CH:24][C:25]([C:29]([O:31][CH2:12][CH2:11][CH2:10][CH2:9][C:8]([CH3:18])=[C:7]([F:6])[F:19])=[O:30])=[CH:26][CH:27]=2)[CH:22]=[CH:21]1. (2) The reactants are C([Li])CCC.N12CCN(CC1)CC2.[F:14][C:15]1[CH:16]=[N:17][CH:18]=[CH:19][CH:20]=1.CN(C)[CH:23]=[O:24]. The catalyst is C(OCC)C.O. The product is [F:14][C:15]1[C:16]([CH:23]=[O:24])=[N:17][CH:18]=[CH:19][CH:20]=1. The yield is 0.490. (3) The reactants are [C:1]([C:4]1[CH:5]=[C:6]([C:21]([O:23]C)=[O:22])[CH:7]=[C:8]2[C:13]=1[O:12][C:11]([N:14]1[CH2:19][CH2:18][O:17][CH2:16][CH2:15]1)=[CH:10][C:9]2=[O:20])(=[O:3])[CH3:2].[BH4-].[Na+].[OH-].[Na+].Cl. The catalyst is CO.O. The product is [OH:3][CH:1]([C:4]1[CH:5]=[C:6]([C:21]([OH:23])=[O:22])[CH:7]=[C:8]2[C:13]=1[O:12][C:11]([N:14]1[CH2:19][CH2:18][O:17][CH2:16][CH2:15]1)=[CH:10][C:9]2=[O:20])[CH3:2]. The yield is 0.940. (4) The reactants are [H-].[H-].[H-].[H-].[Li+].[Al+3].C(O[C:15](=O)[NH:16][C@H:17]1[CH2:22][CH2:21][C@H:20]([OH:23])[CH2:19][CH2:18]1)C1C=CC=CC=1.[O-]S([O-])(=O)=O.[Na+].[Na+].O. The catalyst is C1COCC1. The product is [CH3:15][NH:16][C@H:17]1[CH2:22][CH2:21][C@H:20]([OH:23])[CH2:19][CH2:18]1. The yield is 0.460. (5) The reactants are Br[C:2]1[CH:14]=[CH:13][C:5]2[NH:6][C:7](=[O:12])[O:8][C:9]([CH3:11])([CH3:10])[C:4]=2[CH:3]=1.[Cl:15][C:16]1[CH:17]=[C:18](B(O)O)[CH:19]=[CH:20][CH:21]=1.C(=O)([O-])[O-].[Na+].[Na+]. The catalyst is COCCOC.O.[Pd].C1(P(C2C=CC=CC=2)C2C=CC=CC=2)C=CC=CC=1.C1(P(C2C=CC=CC=2)C2C=CC=CC=2)C=CC=CC=1.C1(P(C2C=CC=CC=2)C2C=CC=CC=2)C=CC=CC=1.C1(P(C2C=CC=CC=2)C2C=CC=CC=2)C=CC=CC=1. The product is [Cl:15][C:16]1[CH:21]=[C:20]([C:2]2[CH:14]=[CH:13][C:5]3[NH:6][C:7](=[O:12])[O:8][C:9]([CH3:11])([CH3:10])[C:4]=3[CH:3]=2)[CH:19]=[CH:18][CH:17]=1. The yield is 0.820. (6) The reactants are C(=O)(OCC)[O:2][C:3]1[CH:8]=[C:7]([N+:9]([O-:11])=[O:10])[C:6]([CH3:12])=[CH:5][C:4]=1[CH:13]1[CH:20]2[CH2:21][CH:16]3[CH2:17][CH:18]([CH2:22][CH:14]1[CH2:15]3)[CH2:19]2.N1CCCCC1. The catalyst is C(Cl)Cl. The product is [CH:14]12[CH2:15][CH:16]3[CH2:17][CH:18]([CH2:19][CH:20]([CH2:21]3)[CH:13]1[C:4]1[CH:5]=[C:6]([CH3:12])[C:7]([N+:9]([O-:11])=[O:10])=[CH:8][C:3]=1[OH:2])[CH2:22]2. The yield is 0.770. (7) The reactants are F[C:2]1[CH:9]=[CH:8][C:5]([C:6]#[N:7])=[CH:4][CH:3]=1.[CH3:10][C:11]([NH2:15])([CH3:14])[CH2:12][NH2:13]. The catalyst is CO. The product is [NH2:15][C:11]([CH3:14])([CH3:10])[CH2:12][NH:13][C:2]1[CH:9]=[CH:8][C:5]([C:6]#[N:7])=[CH:4][CH:3]=1. The yield is 0.880. (8) The reactants are [CH2:1]([N:3]1[CH2:8][C:7]([CH2:11][CH3:12])([CH2:9][CH3:10])[O:6][C:5](=[O:13])[CH:4]1[CH2:14][C:15]([OH:17])=O)[CH3:2].C(N(C(C)C)CC)(C)C.CN(C(ON1N=NC2C=CC=NC1=2)=[N+](C)C)C.F[P-](F)(F)(F)(F)F.[CH:51]([C:54]1[CH:60]=[CH:59][C:57]([NH2:58])=[CH:56][CH:55]=1)([CH3:53])[CH3:52]. The catalyst is CN(C=O)C. The product is [CH:51]([C:54]1[CH:60]=[CH:59][C:57]([NH:58][C:15](=[O:17])[CH2:14][CH:4]2[C:5](=[O:13])[O:6][C:7]([CH2:9][CH3:10])([CH2:11][CH3:12])[CH2:8][N:3]2[CH2:1][CH3:2])=[CH:56][CH:55]=1)([CH3:53])[CH3:52]. The yield is 0.580. (9) The reactants are [C:1]([CH:5]1[CH2:13][C:12]2[C:7](=[CH:8][C:9]([N+:14]([O-:16])=[O:15])=[CH:10][CH:11]=2)[NH:6]1)([CH3:4])([CH3:3])[CH3:2].C(C1C(=O)C(Cl)=C(Cl)C(=O)C=1C#N)#N. The catalyst is O1CCOCC1. The product is [C:1]([C:5]1[NH:6][C:7]2[C:12]([CH:13]=1)=[CH:11][CH:10]=[C:9]([N+:14]([O-:16])=[O:15])[CH:8]=2)([CH3:4])([CH3:2])[CH3:3]. The yield is 0.800. (10) The product is [Cl:22][C:8]1[C:7]([O:23][CH3:24])=[CH:6][CH:5]=[C:4]2[C:9]=1[N:10]=[C:11]([C:13]1[N:14]=[C:15]([NH:18][CH:19]([CH3:21])[CH3:20])[O:16][CH:17]=1)[CH:2]=[C:1]2[OH:3]. The reactants are [C:1]([C:4]1[C:9]([NH:10][C:11]([C:13]2[N:14]=[C:15]([NH:18][CH:19]([CH3:21])[CH3:20])[O:16][CH:17]=2)=O)=[C:8]([Cl:22])[C:7]([O:23][CH3:24])=[CH:6][CH:5]=1)(=[O:3])[CH3:2].[H-].[Na+].C1COCC1.Cl. The catalyst is C1(C)C=CC=CC=1.CCOCC.O.CC#N. The yield is 1.00.